This data is from Catalyst prediction with 721,799 reactions and 888 catalyst types from USPTO. The task is: Predict which catalyst facilitates the given reaction. (1) Reactant: [C:1]1(C)C=CC=CC=1.N1CCCCC1.[CH3:14][C:15]1([C:21]2[CH:22]=[C:23]([C:29]3[CH:30]=[C:31]4[C:36](=[CH:37][CH:38]=3)[CH:35]=[C:34](C=O)[CH:33]=[CH:32]4)[CH:24]=[CH:25][C:26]=2[O:27][CH3:28])[CH2:20][CH2:19][CH2:18][CH2:17][CH2:16]1.[S:41]1[CH2:45][C:44](=[O:46])[NH:43][C:42]1=[O:47]. Product: [CH3:14][C:15]1([C:21]2[CH:22]=[C:23]([C:29]3[CH:30]=[C:31]4[C:36](=[CH:37][CH:38]=3)[CH:35]=[C:34]([N:43]3[C:44](=[O:46])[C:45](=[CH2:1])[S:41][C:42]3=[O:47])[CH:33]=[CH:32]4)[CH:24]=[CH:25][C:26]=2[O:27][CH3:28])[CH2:16][CH2:17][CH2:18][CH2:19][CH2:20]1. The catalyst class is: 15. (2) Reactant: [CH3:1][NH:2][CH2:3][CH2:4][OH:5].C(N(C(C)C)CC)(C)C.[C:15]([Si:19](Cl)([CH3:21])[CH3:20])([CH3:18])([CH3:17])[CH3:16].O. Product: [Si:19]([O:5][CH2:4][CH2:3][NH:2][CH3:1])([C:15]([CH3:18])([CH3:17])[CH3:16])([CH3:21])[CH3:20]. The catalyst class is: 4. (3) The catalyst class is: 8. Product: [F:11][C@H:12]1[CH2:17][CH2:16][N:15]([C:2]2[CH:7]=[CH:6][N:5]=[CH:4][C:3]=2[N+:8]([O-:10])=[O:9])[CH2:14][C@@H:13]1[NH:18][C:19](=[O:25])[O:20][C:21]([CH3:23])([CH3:22])[CH3:24]. Reactant: Cl[C:2]1[CH:7]=[CH:6][N:5]=[CH:4][C:3]=1[N+:8]([O-:10])=[O:9].[F:11][C@H:12]1[CH2:17][CH2:16][NH:15][CH2:14][C@@H:13]1[NH:18][C:19](=[O:25])[O:20][C:21]([CH3:24])([CH3:23])[CH3:22].C(N(CC)CC)C. (4) Reactant: C(OC([N:8]1[CH2:12][C:11](=[CH2:13])[CH2:10][CH:9]1[C:14]1[NH:15][C:16]([C:19]2[CH:24]=[CH:23][C:22]([C:25]3[CH:34]=[CH:33][C:32]4[C:27](=[CH:28][CH:29]=[C:30]([C:35]5[NH:36][C:37]([CH:40]6[CH2:44][CH2:43][CH2:42][N:41]6[C:45](=[O:58])[CH:46]([NH:53][C:54]([O:56][CH3:57])=[O:55])[CH:47]6[CH2:52][CH2:51][O:50][CH2:49][CH2:48]6)=[N:38][CH:39]=5)[CH:31]=4)[CH:26]=3)=[CH:21][CH:20]=2)=[CH:17][N:18]=1)=O)(C)(C)C.Cl.[CH3:60][O:61][C:62]([NH:64][CH:65]([C:69]1[CH:70]=[N:71][CH:72]=[CH:73][CH:74]=1)[C:66]([OH:68])=O)=[O:63].[Na+].[Cl-].CN(C(ON1N=NC2C=CC=NC1=2)=[N+](C)C)C.F[P-](F)(F)(F)(F)F.CCN(C(C)C)C(C)C. Product: [CH3:60][O:61][C:62](=[O:63])[NH:64][CH:65]([C:69]1[CH:70]=[N:71][CH:72]=[CH:73][CH:74]=1)[C:66]([N:8]1[CH2:12][C:11](=[CH2:13])[CH2:10][CH:9]1[C:14]1[NH:15][C:16]([C:19]2[CH:24]=[CH:23][C:22]([C:25]3[CH:34]=[CH:33][C:32]4[C:27](=[CH:28][CH:29]=[C:30]([C:35]5[NH:36][C:37]([CH:40]6[CH2:44][CH2:43][CH2:42][N:41]6[C:45](=[O:58])[CH:46]([NH:53][C:54]([O:56][CH3:57])=[O:55])[CH:47]6[CH2:52][CH2:51][O:50][CH2:49][CH2:48]6)=[N:38][CH:39]=5)[CH:31]=4)[CH:26]=3)=[CH:21][CH:20]=2)=[CH:17][N:18]=1)=[O:68]. The catalyst class is: 2. (5) Reactant: Br[C:2]1[S:3][CH:4]=[CH:5][N:6]=1.[CH:7]([C:9]1[CH:14]=[CH:13][CH:12]=[CH:11][C:10]=1B(O)O)=[O:8].C([O-])(O)=O.[Na+]. Product: [S:3]1[CH:4]=[CH:5][N:6]=[C:2]1[C:10]1[CH:11]=[CH:12][CH:13]=[CH:14][C:9]=1[CH:7]=[O:8]. The catalyst class is: 659. (6) Reactant: C([O:8][C:9]1[CH:18]=[C:17]2[C:12]([C:13]([N:19]3[CH2:23][CH2:22][CH2:21][CH2:20]3)=[CH:14][CH:15]=[N:16]2)=[CH:11][C:10]=1[CH2:24][CH2:25][CH2:26][CH3:27])C1C=CC=CC=1. Product: [CH2:24]([C:10]1[CH:11]=[C:12]2[C:17](=[CH:18][C:9]=1[OH:8])[N:16]=[CH:15][CH:14]=[C:13]2[N:19]1[CH2:20][CH2:21][CH2:22][CH2:23]1)[CH2:25][CH2:26][CH3:27]. The catalyst class is: 19.